Dataset: Full USPTO retrosynthesis dataset with 1.9M reactions from patents (1976-2016). Task: Predict the reactants needed to synthesize the given product. (1) Given the product [CH:20]1([C:7]([C:1]2[CH:6]=[CH:5][CH:4]=[CH:3][CH:2]=2)([C:9]2[N:10]=[CH:11][NH:12][N:13]=2)[OH:8])[CH2:21][CH2:22][CH2:23][CH2:24][CH2:25]1, predict the reactants needed to synthesize it. The reactants are: [CH:1]1([C:7]([C:20]2[CH:25]=[CH:24][CH:23]=[CH:22][CH:21]=2)([C:9]2[N:13](CN3CCCC3)[N:12]=[CH:11][N:10]=2)[OH:8])[CH2:6][CH2:5][CH2:4][CH2:3][CH2:2]1.[BH4-].[Na+]. (2) Given the product [CH:30]1([C:27]2[CH:28]=[CH:29][C:24]([CH2:23][N:10]([CH2:11][C:12]3[CH:13]=[CH:14][C:15]([O:18][C:19]([F:22])([F:21])[F:20])=[CH:16][CH:17]=3)[C:7]3[CH:8]=[CH:9][C:4]([C:3]([OH:36])=[O:2])=[CH:5][CH:6]=3)=[CH:25][CH:26]=2)[CH2:31][CH2:32][CH2:33][CH2:34][CH2:35]1, predict the reactants needed to synthesize it. The reactants are: C[O:2][C:3](=[O:36])[C:4]1[CH:9]=[CH:8][C:7]([N:10]([CH2:23][C:24]2[CH:29]=[CH:28][C:27]([CH:30]3[CH2:35][CH2:34][CH2:33][CH2:32][CH2:31]3)=[CH:26][CH:25]=2)[CH2:11][C:12]2[CH:17]=[CH:16][C:15]([O:18][C:19]([F:22])([F:21])[F:20])=[CH:14][CH:13]=2)=[CH:6][CH:5]=1.[OH-].[Na+].C(O)(=O)C. (3) Given the product [C:12]1([CH2:22][O:23][C:40](=[O:41])[C@H:32]([CH2:33][C:34]2[CH:39]=[CH:38][CH:37]=[CH:36][CH:35]=2)[NH:31][C:24]([O:26][C:27]([CH3:30])([CH3:28])[CH3:29])=[O:25])[C:21]2[C:16](=[CH:17][CH:18]=[CH:19][CH:20]=2)[CH:15]=[CH:14][CH:13]=1, predict the reactants needed to synthesize it. The reactants are: C(Cl)CCl.C(N(CC)CC)C.[C:12]1([CH2:22][OH:23])[C:21]2[C:16](=[CH:17][CH:18]=[CH:19][CH:20]=2)[CH:15]=[CH:14][CH:13]=1.[C:24]([NH:31][C@H:32]([C:40](O)=[O:41])[CH2:33][C:34]1[CH:39]=[CH:38][CH:37]=[CH:36][CH:35]=1)([O:26][C:27]([CH3:30])([CH3:29])[CH3:28])=[O:25]. (4) Given the product [OH:1][CH2:2][CH2:3][N:4]1[CH2:9][CH2:8][N:7]([CH2:10][C:11]([NH:13][C:14]2[C:19]([CH:20]([CH3:21])[CH3:22])=[CH:18][C:17]([O:23][CH3:27])=[CH:16][C:15]=2[CH:24]([CH3:26])[CH3:25])=[O:12])[CH2:6][CH2:5]1, predict the reactants needed to synthesize it. The reactants are: [OH:1][CH2:2][CH2:3][N:4]1[CH2:9][CH2:8][N:7]([CH2:10][C:11]([NH:13][C:14]2[C:19]([CH:20]([CH3:22])[CH3:21])=[CH:18][C:17]([OH:23])=[CH:16][C:15]=2[CH:24]([CH3:26])[CH3:25])=[O:12])[CH2:6][CH2:5]1.[CH:27](N(CC)C(C)C)(C)C.C[Si](C=[N+]=[N-])(C)C.[OH-].[Na+]. (5) Given the product [Br:2][CH2:3][CH2:4][NH:5][C:18](=[O:19])[O:17][C:14]([CH3:16])([CH3:15])[CH3:13], predict the reactants needed to synthesize it. The reactants are: Br.[Br:2][CH2:3][CH2:4][NH2:5].CCN(CC)CC.[CH3:13][C:14]([O:17][C:18](O[C:18]([O:17][C:14]([CH3:16])([CH3:15])[CH3:13])=[O:19])=[O:19])([CH3:16])[CH3:15]. (6) Given the product [CH2:2]([N:4]([C:5]1[CH:6]=[N:7][O:8][C:9]=1[CH3:10])[C:17]([CH:14]1[CH2:16][CH2:15]1)=[O:18])[CH3:3], predict the reactants needed to synthesize it. The reactants are: Cl.[CH2:2]([NH:4][C:5]1[CH:6]=[N:7][O:8][C:9]=1[CH3:10])[CH3:3].C(Cl)Cl.[CH:14]1([C:17](Cl)=[O:18])[CH2:16][CH2:15]1. (7) Given the product [CH:13]1([C:16]2[CH:20]=[C:19]([NH:21][C:22]3[C:23]4[CH2:39][CH2:38][CH2:37][C:24]=4[N:25]=[C:26]([N:28]4[CH2:32][CH2:31][CH2:30][CH:29]4[C:33]([NH:7][C:2]4[CH:3]=[N:4][CH:5]=[CH:6][N:1]=4)=[O:34])[N:27]=3)[NH:18][N:17]=2)[CH2:15][CH2:14]1, predict the reactants needed to synthesize it. The reactants are: [N:1]1[CH:6]=[CH:5][N:4]=[CH:3][C:2]=1[NH2:7].C([Mg]Cl)(C)C.[CH:13]1([C:16]2[CH:20]=[C:19]([NH:21][C:22]3[C:23]4[CH2:39][CH2:38][CH2:37][C:24]=4[N:25]=[C:26]([N:28]4[CH2:32][CH2:31][CH2:30][CH:29]4[C:33](OC)=[O:34])[N:27]=3)[NH:18][N:17]=2)[CH2:15][CH2:14]1.